This data is from Reaction yield outcomes from USPTO patents with 853,638 reactions. The task is: Predict the reaction yield, written as a fraction of the theoretical maximum amount of product (1.0 means a 100% yield; for example, 0.34 means a 34% yield). (1) The reactants are [CH3:1][N:2]1[C:14]2[C:13]3[CH:12]=[C:11]4[CH:15]=[CH:16][CH:17]=[CH:18][C:10]4=[CH:9][C:8]=3[N:7]=[C:6](Cl)[C:5]=2[N:4]=[CH:3]1.[CH3:20][NH2:21]. The catalyst is CCOC(C)=O. The product is [CH3:1][N:2]1[C:14]2[C:13]3[CH:12]=[C:11]4[CH:15]=[CH:16][CH:17]=[CH:18][C:10]4=[CH:9][C:8]=3[N:7]=[C:6]([NH:21][CH3:20])[C:5]=2[N:4]=[CH:3]1. The yield is 0.0400. (2) The reactants are [O:1]=[S:2]1(=[O:27])[CH2:6][C:5]2[CH:7]=[C:8]([C:11]3[CH:12]=[N:13][C:14]([O:25]C)=[C:15]4[C:20]=3[N:19]=[C:18]([C:21]([NH:23][CH3:24])=[O:22])[CH:17]=[CH:16]4)[CH:9]=[CH:10][C:4]=2[NH:3]1.Cl.N1C=CC=CC=1.C([O-])(O)=O.[Na+].ClCCl. The catalyst is C(O)C. The product is [O:27]=[S:2]1(=[O:1])[CH2:6][C:5]2[CH:7]=[C:8]([C:11]3[CH:12]=[N:13][C:14]([OH:25])=[C:15]4[C:20]=3[N:19]=[C:18]([C:21]([NH:23][CH3:24])=[O:22])[CH:17]=[CH:16]4)[CH:9]=[CH:10][C:4]=2[NH:3]1. The yield is 0.590. (3) The reactants are [NH2:1][CH2:2][C:3]([CH3:6])([OH:5])[CH3:4].[Cl:7][C:8]1[CH:13]=[CH:12][C:11]([C:14](=[CH2:19])[C:15]([O:17][CH3:18])=[O:16])=[CH:10][CH:9]=1. The catalyst is O1CCCC1. The product is [Cl:7][C:8]1[CH:9]=[CH:10][C:11]([CH:14]([CH2:19][NH:1][CH2:2][C:3]([OH:5])([CH3:6])[CH3:4])[C:15]([O:17][CH3:18])=[O:16])=[CH:12][CH:13]=1. The yield is 1.00.